This data is from NCI-60 drug combinations with 297,098 pairs across 59 cell lines. The task is: Regression. Given two drug SMILES strings and cell line genomic features, predict the synergy score measuring deviation from expected non-interaction effect. (1) Drug 1: CC1=C(C(CCC1)(C)C)C=CC(=CC=CC(=CC(=O)O)C)C. Drug 2: N.N.Cl[Pt+2]Cl. Cell line: RXF 393. Synergy scores: CSS=28.6, Synergy_ZIP=-1.37, Synergy_Bliss=-1.35, Synergy_Loewe=-2.25, Synergy_HSA=-0.0277. (2) Drug 1: CS(=O)(=O)CCNCC1=CC=C(O1)C2=CC3=C(C=C2)N=CN=C3NC4=CC(=C(C=C4)OCC5=CC(=CC=C5)F)Cl. Drug 2: C1CNP(=O)(OC1)N(CCCl)CCCl. Cell line: MDA-MB-231. Synergy scores: CSS=4.86, Synergy_ZIP=-3.63, Synergy_Bliss=-0.996, Synergy_Loewe=-1.58, Synergy_HSA=-0.320. (3) Drug 1: CC1OCC2C(O1)C(C(C(O2)OC3C4COC(=O)C4C(C5=CC6=C(C=C35)OCO6)C7=CC(=C(C(=C7)OC)O)OC)O)O. Drug 2: COC1=NC(=NC2=C1N=CN2C3C(C(C(O3)CO)O)O)N. Cell line: MALME-3M. Synergy scores: CSS=18.5, Synergy_ZIP=-2.50, Synergy_Bliss=4.36, Synergy_Loewe=-1.59, Synergy_HSA=3.96. (4) Drug 1: CC1=C(C(=CC=C1)Cl)NC(=O)C2=CN=C(S2)NC3=CC(=NC(=N3)C)N4CCN(CC4)CCO. Drug 2: B(C(CC(C)C)NC(=O)C(CC1=CC=CC=C1)NC(=O)C2=NC=CN=C2)(O)O. Cell line: HOP-92. Synergy scores: CSS=27.4, Synergy_ZIP=0.129, Synergy_Bliss=2.05, Synergy_Loewe=-8.81, Synergy_HSA=-5.69. (5) Drug 1: C1=CC(=CC=C1CCC2=CNC3=C2C(=O)NC(=N3)N)C(=O)NC(CCC(=O)O)C(=O)O. Drug 2: COC1=C2C(=CC3=C1OC=C3)C=CC(=O)O2. Cell line: NCI-H322M. Synergy scores: CSS=9.90, Synergy_ZIP=-2.05, Synergy_Bliss=0.494, Synergy_Loewe=-8.74, Synergy_HSA=1.53. (6) Synergy scores: CSS=2.95, Synergy_ZIP=6.08, Synergy_Bliss=6.41, Synergy_Loewe=1.19, Synergy_HSA=0.271. Drug 2: C1=CC=C(C(=C1)C(C2=CC=C(C=C2)Cl)C(Cl)Cl)Cl. Drug 1: CNC(=O)C1=NC=CC(=C1)OC2=CC=C(C=C2)NC(=O)NC3=CC(=C(C=C3)Cl)C(F)(F)F. Cell line: HT29.